This data is from Reaction yield outcomes from USPTO patents with 853,638 reactions. The task is: Predict the reaction yield, written as a fraction of the theoretical maximum amount of product (1.0 means a 100% yield; for example, 0.34 means a 34% yield). (1) The reactants are FC(F)(F)S(O[C:7]1[C:8]([O:19][CH2:20][C:21]2[CH:26]=[CH:25][CH:24]=[CH:23][CH:22]=2)=[C:9]([C:13]2[CH:18]=[CH:17][CH:16]=[CH:15][CH:14]=2)[CH:10]=[CH:11][CH:12]=1)(=O)=O.[C:29]([C:32]1[CH:33]=[C:34](B(O)O)[CH:35]=[CH:36][CH:37]=1)(=[O:31])[CH3:30].C(COC)OC.C(=O)(O)[O-].[Na+]. The catalyst is O.[Pd].C(OCC)(=O)C.Cl[Pd](Cl)([P](C1C=CC=CC=1)(C1C=CC=CC=1)C1C=CC=CC=1)[P](C1C=CC=CC=1)(C1C=CC=CC=1)C1C=CC=CC=1. The product is [CH2:20]([O:19][C:8]1[C:9]([C:13]2[CH:14]=[CH:15][CH:16]=[CH:17][CH:18]=2)=[CH:10][CH:11]=[CH:12][C:7]=1[C:36]1[CH:35]=[CH:34][CH:33]=[C:32]([C:29](=[O:31])[CH3:30])[CH:37]=1)[C:21]1[CH:22]=[CH:23][CH:24]=[CH:25][CH:26]=1. The yield is 1.00. (2) The reactants are [F:1][CH2:2][CH2:3][O:4][C:5]1[CH:6]=[C:7]([C:13]2[S:14][C:15]([CH3:20])=[C:16]([CH2:18]O)[N:17]=2)[CH:8]=[CH:9][C:10]=1[O:11][CH3:12].C1C=CC(P(C2C=CC=CC=2)C2C=CC=CC=2)=CC=1.[Br:40]C(Br)(Br)C(C(Br)(Br)Br)=O. The catalyst is C(#N)C. The product is [Br:40][CH2:18][C:16]1[N:17]=[C:13]([C:7]2[CH:8]=[CH:9][C:10]([O:11][CH3:12])=[C:5]([O:4][CH2:3][CH2:2][F:1])[CH:6]=2)[S:14][C:15]=1[CH3:20]. The yield is 0.800. (3) The reactants are C([O:8][C:9]1[CH:14]=[CH:13][C:12]([C:15]2[O:19][C:18]([CH3:21])([CH3:20])[C:17](=[O:22])[C:16]=2[C:23]2[CH:28]=[CH:27][N:26]=[CH:25][CH:24]=2)=[CH:11][CH:10]=1)C1C=CC=CC=1. The catalyst is CO. The product is [OH:8][C:9]1[CH:10]=[CH:11][C:12]([C:15]2[O:19][C:18]([CH3:20])([CH3:21])[C:17](=[O:22])[C:16]=2[C:23]2[CH:28]=[CH:27][N:26]=[CH:25][CH:24]=2)=[CH:13][CH:14]=1. The yield is 0.600. (4) The reactants are [N:1]([CH2:4][CH:5]1[CH2:9][C:8]2[CH:10]=[C:11]([C:20]3[CH:25]=[CH:24][CH:23]=[CH:22][CH:21]=3)[CH:12]=[C:13]([C:14]3[CH:19]=[CH:18][CH:17]=[CH:16][CH:15]=3)[C:7]=2[O:6]1)=[N+]=[N-].C1(P(C2C=CC=CC=2)C2C=CC=CC=2)C=CC=CC=1. No catalyst specified. The product is [C:20]1([C:11]2[CH:12]=[C:13]([C:14]3[CH:19]=[CH:18][CH:17]=[CH:16][CH:15]=3)[C:7]3[O:6][CH:5]([CH2:4][NH2:1])[CH2:9][C:8]=3[CH:10]=2)[CH:25]=[CH:24][CH:23]=[CH:22][CH:21]=1. The yield is 0.990. (5) The reactants are [C:1]([NH2:10])(=[O:9])[C:2]1[C:3](=[CH:5][CH:6]=[CH:7][CH:8]=1)[NH2:4].[CH:11](=O)[CH2:12][CH2:13][CH2:14][CH3:15].O. The catalyst is CC(N(C)C)=O. The product is [CH2:12]([C:11]1[NH:10][C:1](=[O:9])[C:2]2[C:3](=[CH:5][CH:6]=[CH:7][CH:8]=2)[N:4]=1)[CH2:13][CH2:14][CH3:15]. The yield is 0.540. (6) The yield is 0.840. The reactants are C(=O)([O-])[O-].[Cs+].[Cs+].[CH3:7][O:8][C:9]1[CH:10]=[C:11]([CH:14]=[CH:15][C:16]=1[N+:17]([O-:19])=[O:18])[CH2:12][OH:13].[CH2:20](Br)[C:21]1[CH:26]=[CH:25][CH:24]=[CH:23][CH:22]=1. The product is [CH2:20]([O:13][CH2:12][C:11]1[CH:14]=[CH:15][C:16]([N+:17]([O-:19])=[O:18])=[C:9]([O:8][CH3:7])[CH:10]=1)[C:21]1[CH:26]=[CH:25][CH:24]=[CH:23][CH:22]=1. The catalyst is C(OCC)C. (7) The yield is 0.580. The reactants are [C:1]([O:20][CH2:21][C@H:22]1[O:26][C@@H:25]([N:27]2[CH:31]=[C:30]([C:32]#[C:33][CH3:34])[CH:29]=[C:28]2[CH:35]=[O:36])[CH2:24][C@@H:23]1O)([C:14]1[CH:19]=[CH:18][CH:17]=[CH:16][CH:15]=1)([C:8]1[CH:13]=[CH:12][CH:11]=[CH:10][CH:9]=1)[C:2]1[CH:7]=[CH:6][CH:5]=[CH:4][CH:3]=1.ClC(OC1C=CC=CC=1)=S.C([SnH](CCCC)CCCC)CCC.N(C(C)(C)C#N)=NC(C)(C)C#N. The product is [C:1]([O:20][CH2:21][C@H:22]1[O:26][C@@H:25]([N:27]2[CH:31]=[C:30]([C:32]#[C:33][CH3:34])[CH:29]=[C:28]2[CH:35]=[O:36])[CH2:24][CH2:23]1)([C:14]1[CH:19]=[CH:18][CH:17]=[CH:16][CH:15]=1)([C:2]1[CH:3]=[CH:4][CH:5]=[CH:6][CH:7]=1)[C:8]1[CH:9]=[CH:10][CH:11]=[CH:12][CH:13]=1. The catalyst is C(#N)C.CN(C)C1C=CN=CC=1.C1(C)C=CC=CC=1. (8) The reactants are [NH2:1][C:2]1[C:11]2[CH:10]=[CH:9][CH:8]=[C:7](Br)[C:6]=2[N:5]=[C:4]2[CH2:13][N:14]([CH2:17][C:18]3[CH:23]=[CH:22][C:21]([O:24][CH3:25])=[C:20]([O:26][CH3:27])[CH:19]=3)[C:15](=[O:16])[C:3]=12.[Cl:28][C:29]1[CH:34]=[CH:33][C:32](B2OC(C)(C)C(C)(C)O2)=[CH:31][N:30]=1. The yield is 0.300. The product is [NH2:1][C:2]1[C:11]2[CH:10]=[CH:9][CH:8]=[C:7]([C:32]3[CH:31]=[N:30][C:29]([Cl:28])=[CH:34][CH:33]=3)[C:6]=2[N:5]=[C:4]2[CH2:13][N:14]([CH2:17][C:18]3[CH:23]=[CH:22][C:21]([O:24][CH3:25])=[C:20]([O:26][CH3:27])[CH:19]=3)[C:15](=[O:16])[C:3]=12. No catalyst specified. (9) The product is [I:16][C:17]1[CH:25]=[CH:24][C:20]([C:21]([NH:1][C:2]2[CH:7]=[CH:6][CH:5]=[CH:4][C:3]=2[OH:8])=[O:22])=[CH:19][CH:18]=1. The catalyst is O1CCCC1. The reactants are [NH2:1][C:2]1[CH:7]=[CH:6][CH:5]=[CH:4][C:3]=1[OH:8].C(N(CC)CC)C.[I:16][C:17]1[CH:25]=[CH:24][C:20]([C:21](Cl)=[O:22])=[CH:19][CH:18]=1.O. The yield is 0.970. (10) The reactants are [CH:1]([N:4]1[CH2:9][CH2:8][CH:7]([O:10][C:11]2[CH:19]=[CH:18][C:17]3[N:16]4[CH2:20][CH2:21][NH:22][C:23](=[O:24])[C:15]4=[CH:14][C:13]=3[CH:12]=2)[CH2:6][CH2:5]1)([CH3:3])[CH3:2].[H-].[Na+].Cl[CH2:28][C:29]([NH:31][C:32]1[CH:37]=[CH:36][CH:35]=[CH:34][CH:33]=1)=[O:30]. No catalyst specified. The product is [CH:1]([N:4]1[CH2:9][CH2:8][CH:7]([O:10][C:11]2[CH:19]=[CH:18][C:17]3[N:16]4[CH2:20][CH2:21][N:22]([CH2:28][C:29]([NH:31][C:32]5[CH:37]=[CH:36][CH:35]=[CH:34][CH:33]=5)=[O:30])[C:23](=[O:24])[C:15]4=[CH:14][C:13]=3[CH:12]=2)[CH2:6][CH2:5]1)([CH3:3])[CH3:2]. The yield is 0.140.